From a dataset of Forward reaction prediction with 1.9M reactions from USPTO patents (1976-2016). Predict the product of the given reaction. (1) Given the reactants [C:1]([O:5][C:6](=[O:25])[NH:7][C:8]1[CH2:9][O:10][CH2:11][C:12]([C:17]2[CH:22]=[C:21]([NH2:23])[CH:20]=[CH:19][C:18]=2[F:24])([CH:14]([F:16])[F:15])[N:13]=1)([CH3:4])([CH3:3])[CH3:2].[Br:26][C:27]1[CH:28]=[CH:29][C:30]([C:33](O)=[O:34])=[N:31][CH:32]=1.C1C=NC2N(O)N=NC=2C=1.CCN(CC)CC.CCN=C=NCCCN(C)C.Cl, predict the reaction product. The product is: [C:1]([O:5][C:6](=[O:25])[NH:7][C:8]1[CH2:9][O:10][CH2:11][C:12]([C:17]2[CH:22]=[C:21]([NH:23][C:33]([C:30]3[CH:29]=[CH:28][C:27]([Br:26])=[CH:32][N:31]=3)=[O:34])[CH:20]=[CH:19][C:18]=2[F:24])([CH:14]([F:16])[F:15])[N:13]=1)([CH3:4])([CH3:2])[CH3:3]. (2) Given the reactants [C:1]([O:7][CH:8]1[CH2:13][CH2:12][CH:11]([CH3:14])[CH2:10][CH2:9]1)(=[O:6])[C:2]([CH3:5])([CH3:4])[CH3:3].C(O)(=[O:17])C, predict the reaction product. The product is: [C:1]([O:7][CH:8]1[CH2:13][CH2:12][C:11]([OH:17])([CH3:14])[CH2:10][CH2:9]1)(=[O:6])[C:2]([CH3:5])([CH3:4])[CH3:3]. (3) Given the reactants [CH3:1][O:2][C:3]([C:5]1[CH:6]=[C:7]([C:16]2[CH:21]=[CH:20][CH:19]=[C:18]([C:22]([F:25])([F:24])[F:23])[CH:17]=2)[C:8]([CH:11]=[CH:12][C:13]([OH:15])=[O:14])=[CH:9][CH:10]=1)=[O:4].[H][H], predict the reaction product. The product is: [CH3:1][O:2][C:3]([C:5]1[CH:6]=[C:7]([C:16]2[CH:21]=[CH:20][CH:19]=[C:18]([C:22]([F:23])([F:25])[F:24])[CH:17]=2)[C:8]([CH2:11][CH2:12][C:13]([OH:15])=[O:14])=[CH:9][CH:10]=1)=[O:4].